From a dataset of Catalyst prediction with 721,799 reactions and 888 catalyst types from USPTO. Predict which catalyst facilitates the given reaction. (1) Reactant: [N:1]1([C:7]2[N:8]=[C:9]([CH2:14][C:15]([O-:17])=O)[NH:10][C:11](=[O:13])[CH:12]=2)[CH2:6][CH2:5][O:4][CH2:3][CH2:2]1.[Na+].[Br:19][C:20]1[CH:28]=[CH:27][CH:26]=[C:25]2[C:21]=1[CH2:22][CH2:23][NH:24]2.Cl.CN(C)CCCN=C=NCC. Product: [Br:19][C:20]1[CH:28]=[CH:27][CH:26]=[C:25]2[C:21]=1[CH2:22][CH2:23][N:24]2[C:15](=[O:17])[CH2:14][C:9]1[NH:10][C:11](=[O:13])[CH:12]=[C:7]([N:1]2[CH2:2][CH2:3][O:4][CH2:5][CH2:6]2)[N:8]=1. The catalyst class is: 672. (2) Reactant: [C:9](O[C:9]([O:11][C:12]([CH3:15])([CH3:14])[CH3:13])=[O:10])([O:11][C:12]([CH3:15])([CH3:14])[CH3:13])=[O:10].[NH:16]1[CH2:20][CH:19]=[CH:18][CH2:17]1. Product: [N:16]1([C:9]([O:11][C:12]([CH3:13])([CH3:14])[CH3:15])=[O:10])[CH2:20][CH:19]=[CH:18][CH2:17]1. The catalyst class is: 2. (3) Reactant: [F:1][CH:2]1[CH2:7][CH2:6][N:5]([C:8]([C:10]2[N:11]=[C:12]([C:15]([NH:17][NH:18][C:19](=O)[CH2:20][C:21]([CH3:27])([CH3:26])[C:22]([O:24][CH3:25])=[O:23])=[O:16])[S:13][CH:14]=2)=[O:9])[CH2:4][CH2:3]1.Br[C:30]1[CH:31]=[C:32]([C:40]([OH:49])([C:45]([F:48])([F:47])[F:46])[C:41]([F:44])([F:43])[F:42])[CH:33]=[C:34]([C:36]([CH3:39])([CH3:38])[CH3:37])[CH:35]=1.C1C=CC(P(C2C=CC=CC=2)C2C=CC=CC=2)=CC=1.CC([O-])=O.[K+]. Product: [C:36]([C:34]1[CH:35]=[C:30]([C:14]2[S:13][C:12]([C:15]3[O:16][C:19]([CH2:20][C:21]([CH3:27])([CH3:26])[C:22]([O:24][CH3:25])=[O:23])=[N:18][N:17]=3)=[N:11][C:10]=2[C:8]([N:5]2[CH2:4][CH2:3][CH:2]([F:1])[CH2:7][CH2:6]2)=[O:9])[CH:31]=[C:32]([C:40]([OH:49])([C:45]([F:46])([F:47])[F:48])[C:41]([F:42])([F:43])[F:44])[CH:33]=1)([CH3:39])([CH3:37])[CH3:38]. The catalyst class is: 416. (4) Reactant: [CH3:1][C:2]([NH:4][C:5]1[CH:10]=[C:9]([C:11]2[CH:16]=[C:15]3[C:17]([C:20]4[C:25]([O:26][CH3:27])=[CH:24][CH:23]=[CH:22][CH:21]=4)=[CH:18][NH:19][C:14]3=[N:13][CH:12]=2)[CH:8]=[CH:7][CH:6]=1)=[O:3].[N+]([O-])([O-])=O.[Ag+:32].[Ag]. Product: [Ag:32].[CH3:1][C:2]([NH:4][C:5]1[CH:10]=[C:9]([C:11]2[CH:16]=[C:15]3[C:17]([C:20]4[C:25]([O:26][CH3:27])=[CH:24][CH:23]=[CH:22][CH:21]=4)=[CH:18][NH:19][C:14]3=[N:13][CH:12]=2)[CH:8]=[CH:7][CH:6]=1)=[O:3]. The catalyst class is: 6. (5) Reactant: Br[C:2]1[N:3]=[C:4]2[C:10]([C:11](=[O:16])[CH2:12][CH:13]([CH3:15])[CH3:14])=[CH:9][NH:8][C:5]2=[N:6][CH:7]=1.ClC1N=C2C(C(=O)CC(C)C)=CNC2=NC=1.C(=O)([O-])[O-].[K+].[K+].[CH3:39][O:40][C:41]1[CH:42]=[C:43](B(O)O)[CH:44]=[C:45]([O:49][CH3:50])[C:46]=1[O:47][CH3:48]. Product: [CH3:14][CH:13]([CH3:15])[CH2:12][C:11]([C:10]1[C:4]2[C:5](=[N:6][CH:7]=[C:2]([C:43]3[CH:44]=[C:45]([O:49][CH3:50])[C:46]([O:47][CH3:48])=[C:41]([O:40][CH3:39])[CH:42]=3)[N:3]=2)[NH:8][CH:9]=1)=[O:16]. The catalyst class is: 462. (6) Reactant: Cl[C:2]1[C:11]2[C:6](=[CH:7][CH:8]=[CH:9][CH:10]=2)[N:5]=[C:4]([C:12]2[CH:17]=[CH:16][CH:15]=[CH:14][C:13]=2[F:18])[N:3]=1.[NH:19]1[C:27]2[CH:26]=[CH:25][N:24]=[CH:23][C:22]=2[CH:21]=[CH:20]1.C(=O)([O-])[O-].[Cs+].[Cs+]. Product: [F:18][C:13]1[CH:14]=[CH:15][CH:16]=[CH:17][C:12]=1[C:4]1[N:3]=[C:2]([N:19]2[C:27]3[CH:26]=[CH:25][N:24]=[CH:23][C:22]=3[CH:21]=[CH:20]2)[C:11]2[C:6](=[CH:7][CH:8]=[CH:9][CH:10]=2)[N:5]=1. The catalyst class is: 9.